This data is from Reaction yield outcomes from USPTO patents with 853,638 reactions. The task is: Predict the reaction yield, written as a fraction of the theoretical maximum amount of product (1.0 means a 100% yield; for example, 0.34 means a 34% yield). (1) The reactants are [BH4-].[Na+].[CH3:3][CH:4]([CH3:16])[C:5](=[O:15])[CH2:6][CH2:7][NH:8][C:9]1[CH:14]=[CH:13][CH:12]=[CH:11][CH:10]=1. The catalyst is CO. The product is [CH3:3][CH:4]([CH3:16])[CH:5]([OH:15])[CH2:6][CH2:7][NH:8][C:9]1[CH:14]=[CH:13][CH:12]=[CH:11][CH:10]=1. The yield is 0.230. (2) The reactants are [CH3:1][O:2][C:3]1[CH:4]=[C:5]2[C:10](=[CH:11][CH:12]=1)[C:9]([CH2:13][C:14]1[CH:19]=[CH:18][C:17]([O:20][CH2:21][CH2:22][N:23]3[CH2:28][CH2:27][CH2:26][CH2:25][CH2:24]3)=[CH:16][CH:15]=1)=[C:8](OS(C(F)(F)F)(=O)=O)[CH:7]=[CH:6]2.B1(B2OC(C)(C)C(C)(C)O2)OC(C)(C)C(C)(C)O1.[F-].[Cs+].Br[C:58]1[CH:63]=[C:62]([F:64])[C:61]([F:65])=[C:60]([F:66])[C:59]=1[F:67]. The catalyst is C1CCC(P(C2CCCCC2)C2CCCCC2)CC1.C1CCC(P(C2CCCCC2)C2CCCCC2)CC1.[Pd].C(#N)C. The product is [CH3:1][O:2][C:3]1[CH:4]=[C:5]2[C:10](=[CH:11][CH:12]=1)[C:9]([CH2:13][C:14]1[CH:19]=[CH:18][C:17]([O:20][CH2:21][CH2:22][N:23]3[CH2:28][CH2:27][CH2:26][CH2:25][CH2:24]3)=[CH:16][CH:15]=1)=[C:8]([C:58]1[CH:63]=[C:62]([F:64])[C:61]([F:65])=[C:60]([F:66])[C:59]=1[F:67])[CH:7]=[CH:6]2. The yield is 0.730. (3) The reactants are [C:1]([O:5][C:6]([NH:8][C@H:9]1[CH2:14][CH2:13][CH2:12][CH2:11][C@H:10]1[NH:15][C:16]1[CH:25]=[C:24]([C:26]#[N:27])[C:19]([C:20]([O:22]C)=O)=[C:18]([C:28]2[CH:29]=[N:30][N:31]([CH2:33][CH3:34])[CH:32]=2)[N:17]=1)=[O:7])([CH3:4])([CH3:3])[CH3:2].CC(O)=O.C(=O)([O-])[O-].[K+].[K+]. The catalyst is CO.[Pd].C(Cl)Cl. The product is [CH2:33]([N:31]1[CH:32]=[C:28]([C:18]2[C:19]3[C:20](=[O:22])[NH:27][CH2:26][C:24]=3[CH:25]=[C:16]([NH:15][C@@H:10]3[CH2:11][CH2:12][CH2:13][CH2:14][C@@H:9]3[NH:8][C:6](=[O:7])[O:5][C:1]([CH3:2])([CH3:3])[CH3:4])[N:17]=2)[CH:29]=[N:30]1)[CH3:34]. The yield is 0.860. (4) The reactants are [Li]CCCC.[Cl:6][C:7]1[CH:12]=[C:11]([Cl:13])[CH:10]=[C:9]([Cl:14])[N:8]=1.[CH:15](OCC)=[O:16]. The catalyst is C1COCC1. The product is [Cl:6][C:7]1[C:12]([CH:15]=[O:16])=[C:11]([Cl:13])[CH:10]=[C:9]([Cl:14])[N:8]=1. The yield is 0.870. (5) The yield is 0.680. The product is [F:29][C:30]1[CH:31]=[CH:32][C:33]([C:34]([CH:66]2[CH2:67][CH2:55][N:52]([C:53]([C:20]3[CH:24]=[CH:25][C:17]([C:15]([NH:14][CH:11]4[CH2:12][CH2:13][N:8]([CH2:7][C:6]5[CH:5]=[CH:4][C:3]([O:2][CH3:1])=[CH:27][CH:26]=5)[CH2:9][CH2:10]4)=[O:16])=[N:18][CH:19]=3)=[O:54])[CH2:51][CH2:65]2)=[O:35])=[CH:42][CH:43]=1. The catalyst is CCOC(C)=O.C(Cl)Cl.O. The reactants are [CH3:1][O:2][C:3]1[CH:27]=[CH:26][C:6]([CH2:7][N:8]2[CH2:13][CH2:12][CH:11]([NH:14][C:15]([C:17]3[CH:25]=[CH:24][C:20](C(O)=O)=[CH:19][N:18]=3)=[O:16])[CH2:10][CH2:9]2)=[CH:5][CH:4]=1.Cl.[F:29][C:30]1[CH:43]=[CH:42][C:33]([C:34](N2CCCCC2)=[O:35])=[CH:32][CH:31]=1.C(N(CC)CC)C.[CH3:51][N:52]([CH3:55])[CH:53]=[O:54].CN(C(ON1N=N[C:66]2[CH:67]=CC=N[C:65]1=2)=[N+](C)C)C.F[P-](F)(F)(F)(F)F. (6) The reactants are [OH:1][CH2:2][CH2:3][CH2:4][CH2:5][C:6]1[S:10][C:9]([C:11]([O:13][CH2:14][CH3:15])=[O:12])=[N:8][N:7]=1.[CH3:16][S:17](Cl)(=[O:19])=[O:18]. The catalyst is C(Cl)Cl. The product is [CH3:16][S:17]([O:1][CH2:2][CH2:3][CH2:4][CH2:5][C:6]1[S:10][C:9]([C:11]([O:13][CH2:14][CH3:15])=[O:12])=[N:8][N:7]=1)(=[O:19])=[O:18]. The yield is 0.970.